Dataset: Forward reaction prediction with 1.9M reactions from USPTO patents (1976-2016). Task: Predict the product of the given reaction. Given the reactants Cl.Cl.C[O:4][C:5](=[O:14])[C@H:6]([CH2:8][C:9]1[N:13]=[CH:12][NH:11][CH:10]=1)[NH2:7].O.O.O.O.O.O.O.O.O.O.O.O.OP([O-])([O-])=O.[Na+].[Na+], predict the reaction product. The product is: [NH2:7][C@H:6]([C:5]([OH:14])=[O:4])[CH2:8][C:9]1[N:13]=[CH:12][NH:11][CH:10]=1.